The task is: Predict the reactants needed to synthesize the given product.. This data is from Full USPTO retrosynthesis dataset with 1.9M reactions from patents (1976-2016). (1) Given the product [F:1][C:2]1[C:10]([CH3:11])=[CH:9][C:5]([C:6]2[O:8][N:32]=[C:23]([C:24]3[CH:29]=[CH:28][C:27]([O:30][CH3:31])=[CH:26][CH:25]=3)[N:22]=2)=[CH:4][N:3]=1, predict the reactants needed to synthesize it. The reactants are: [F:1][C:2]1[C:10]([CH3:11])=[CH:9][C:5]([C:6]([OH:8])=O)=[CH:4][N:3]=1.C(Cl)Cl.N1C=CC=CC=1.O[NH:22][C:23](=[NH:32])[C:24]1[CH:29]=[CH:28][C:27]([O:30][CH3:31])=[CH:26][CH:25]=1. (2) Given the product [F:1][C:2]1[CH:3]=[CH:4][C:5]([CH2:6][N:7]2[CH2:12][CH2:11][CH:10]([CH2:19][N+:16]([O-:18])=[O:17])[CH2:9][C:8]2=[O:13])=[CH:14][CH:15]=1, predict the reactants needed to synthesize it. The reactants are: [F:1][C:2]1[CH:15]=[CH:14][C:5]([CH2:6][N:7]2[CH2:12][CH2:11][CH:10]=[CH:9][C:8]2=[O:13])=[CH:4][CH:3]=1.[N+:16]([CH3:19])([O-:18])=[O:17].C1CCN2C(=NCCC2)CC1. (3) Given the product [C:56]([O:60][C:34]([NH:31][C:21]1[CH:20]=[CH:19][C:18]([C:16]([N:15]([CH3:27])[CH2:14][CH2:13][CH2:12][N:11]([CH3:28])[C:9](=[O:10])[O:8][CH2:1][C:2]2[CH:3]=[CH:4][CH:5]=[CH:6][CH:7]=2)=[O:17])=[N:23][CH:22]=1)=[O:45])([CH3:59])([CH3:58])[CH3:57], predict the reactants needed to synthesize it. The reactants are: [CH2:1]([O:8][C:9]([N:11]([CH3:28])[CH2:12][CH2:13][CH2:14][N:15]([CH3:27])[C:16]([C:18]1[N:23]=[CH:22][C:21](C(O)=O)=[CH:20][CH:19]=1)=[O:17])=[O:10])[C:2]1[CH:7]=[CH:6][CH:5]=[CH:4][CH:3]=1.C([N:31]([CH2:34]C)CC)C.[N-]=[N+]=[N-].C1([O:45]P([O-])(OC2C=CC=CC=2)=O)C=CC=CC=1.[C:56]([OH:60])([CH3:59])([CH3:58])[CH3:57]. (4) Given the product [CH2:1]([O:3][C:4](=[O:18])[CH2:5][C@@H:6]([NH:14][C:15](=[O:17])[CH3:16])[C@H:7]([CH3:13])[C@H:8]([CH3:12])[CH2:9][CH2:10][CH3:11])[CH3:2], predict the reactants needed to synthesize it. The reactants are: [CH2:1]([O:3][C:4](=[O:18])/[CH:5]=[C:6](\[NH:14][C:15](=[O:17])[CH3:16])/[C@H:7]([CH3:13])[C@H:8]([CH3:12])[CH2:9][CH2:10][CH3:11])[CH3:2]. (5) Given the product [CH3:24][C:25]1[CH:30]=[CH:29][C:28]([C:8]2[CH:23]=[CH:22][C:11]([O:12][CH2:13][CH2:14][CH2:15][N:16]3[CH2:21][CH2:20][CH2:19][CH2:18][CH2:17]3)=[CH:10][CH:9]=2)=[CH:27][CH:26]=1, predict the reactants needed to synthesize it. The reactants are: C(=O)([O-])[O-].[K+].[K+].Br[C:8]1[CH:23]=[CH:22][C:11]([O:12][CH2:13][CH2:14][CH2:15][N:16]2[CH2:21][CH2:20][CH2:19][CH2:18][CH2:17]2)=[CH:10][CH:9]=1.[CH3:24][C:25]1[CH:30]=[CH:29][C:28](B(O)O)=[CH:27][CH:26]=1. (6) Given the product [C:5]([O:23][CH:18]([C:12]1[C:13]([CH3:17])=[N:14][N:15]([CH3:16])[C:11]=1[C:9]1[CH:8]=[CH:7][C:6]2[O:1][CH2:2][CH2:3][CH2:4][C:5]=2[CH:10]=1)[C:19]([O:21][CH3:22])=[O:20])([CH3:10])([CH3:6])[CH3:4], predict the reactants needed to synthesize it. The reactants are: [O:1]1[C:6]2[CH:7]=[CH:8][C:9]([C:11]3[N:15]([CH3:16])[N:14]=[C:13]([CH3:17])[C:12]=3[CH:18]([OH:23])[C:19]([O:21][CH3:22])=[O:20])=[CH:10][C:5]=2[CH2:4][CH2:3][CH2:2]1.Cl(O)(=O)(=O)=O.C(=O)([O-])[O-].[Na+].[Na+]. (7) Given the product [C:21]([C:20]1[CH:23]=[C:24]([F:25])[C:17]([NH:7][C@H:8]([CH2:9][CH:10]([CH3:12])[CH3:11])[C:13]([NH2:15])=[O:14])=[N:18][C:19]=1[NH:26][C:27]1[CH:28]=[C:29]2[C:34](=[CH:35][CH:36]=1)[N:33]=[CH:32][CH:31]=[CH:30]2)#[N:22], predict the reactants needed to synthesize it. The reactants are: C(=O)([O-])[O-].[Ca+2].Cl.[NH2:7][C@@H:8]([C:13]([NH2:15])=[O:14])[CH2:9][CH:10]([CH3:12])[CH3:11].Cl[C:17]1[C:24]([F:25])=[CH:23][C:20]([C:21]#[N:22])=[C:19]([NH:26][C:27]2[CH:28]=[C:29]3[C:34](=[CH:35][CH:36]=2)[N:33]=[CH:32][CH:31]=[CH:30]3)[N:18]=1.[Cl-].[Na+].